From a dataset of Catalyst prediction with 721,799 reactions and 888 catalyst types from USPTO. Predict which catalyst facilitates the given reaction. Reactant: [Cl:1][CH2:2][C:3]1[CH:7]=[C:6]([C:8]2[C:9]([NH:14][C:15](=[O:21])[O:16][C:17]([CH3:20])([CH3:19])[CH3:18])=[N:10][CH:11]=[CH:12][CH:13]=2)[O:5][N:4]=1.[C:22](O[C:22]([O:24][C:25]([CH3:28])([CH3:27])[CH3:26])=[O:23])([O:24][C:25]([CH3:28])([CH3:27])[CH3:26])=[O:23].C(OCC)(=O)C.O.[Cl-].[Na+]. Product: [C:17]([O:16][C:15]([N:14]([C:9]1[C:8]([C:6]2[O:5][N:4]=[C:3]([CH2:2][Cl:1])[CH:7]=2)=[CH:13][CH:12]=[CH:11][N:10]=1)[C:22]([O:24][C:25]([CH3:28])([CH3:27])[CH3:26])=[O:23])=[O:21])([CH3:18])([CH3:20])[CH3:19]. The catalyst class is: 453.